This data is from Forward reaction prediction with 1.9M reactions from USPTO patents (1976-2016). The task is: Predict the product of the given reaction. (1) Given the reactants [NH:1]1[C:5]2[CH:6]=[CH:7][CH:8]=[CH:9][C:4]=2[N:3]=[C:2]1[CH:10]([O:19][CH:20]1[CH2:25][CH2:24][N:23]([CH3:26])[CH2:22][CH2:21]1)[C:11]1[CH:12]=[C:13]([CH:16]=[CH:17][CH:18]=1)[CH:14]=[O:15].[BH4-].[Na+], predict the reaction product. The product is: [NH:1]1[C:5]2[CH:6]=[CH:7][CH:8]=[CH:9][C:4]=2[N:3]=[C:2]1[CH:10]([O:19][CH:20]1[CH2:25][CH2:24][N:23]([CH3:26])[CH2:22][CH2:21]1)[C:11]1[CH:12]=[C:13]([CH2:14][OH:15])[CH:16]=[CH:17][CH:18]=1. (2) Given the reactants [NH2:1][CH2:2][CH:3]([OH:5])[CH3:4].[C:6]([O:10][C:11](O[C:11]([O:10][C:6]([CH3:9])([CH3:8])[CH3:7])=[O:12])=[O:12])([CH3:9])([CH3:8])[CH3:7], predict the reaction product. The product is: [C:11]([CH:2]([NH2:1])[CH:3]([OH:5])[CH3:4])([O:10][C:6]([CH3:9])([CH3:8])[CH3:7])=[O:12]. (3) Given the reactants [Cl:1][C:2]1[CH:7]=[CH:6][C:5]([OH:8])=[CH:4][C:3]=1[OH:9].C(=O)([O-])[O-].[K+].[K+].[CH2:16](Br)[C:17]1[CH:22]=[CH:21][CH:20]=[CH:19][CH:18]=1, predict the reaction product. The product is: [CH2:16]([O:9][C:3]1[CH:4]=[C:5]([OH:8])[CH:6]=[CH:7][C:2]=1[Cl:1])[C:17]1[CH:22]=[CH:21][CH:20]=[CH:19][CH:18]=1.